The task is: Predict the reactants needed to synthesize the given product.. This data is from Full USPTO retrosynthesis dataset with 1.9M reactions from patents (1976-2016). (1) Given the product [CH2:10]([S:13]([C:2]1[CH:9]=[CH:8][C:5]([CH:6]=[O:7])=[CH:4][CH:3]=1)(=[O:15])=[O:14])[CH2:11][CH3:12], predict the reactants needed to synthesize it. The reactants are: F[C:2]1[CH:9]=[CH:8][C:5]([CH:6]=[O:7])=[CH:4][CH:3]=1.[CH2:10]([S:13]([O-:15])=[O:14])[CH2:11][CH3:12].[Na+].C(OCC)(=O)C. (2) Given the product [ClH:35].[F:1][C:2]1[CH:7]=[C:6]([S:8]([CH3:11])(=[O:9])=[O:10])[CH:5]=[CH:4][C:3]=1[NH:12][C:13]1[C:14]2[O:21][CH:20]=[C:19]([CH:22]3[CH2:27][CH2:26][NH:25][CH2:24][CH2:23]3)[C:15]=2[N:16]=[CH:17][N:18]=1, predict the reactants needed to synthesize it. The reactants are: [F:1][C:2]1[CH:7]=[C:6]([S:8]([CH3:11])(=[O:10])=[O:9])[CH:5]=[CH:4][C:3]=1[NH:12][C:13]1[C:14]2[O:21][CH:20]=[C:19]([CH:22]3[CH2:27][CH2:26][N:25](C(OC(C)(C)C)=O)[CH2:24][CH2:23]3)[C:15]=2[N:16]=[CH:17][N:18]=1.[ClH:35].C(OCC)(=O)C. (3) Given the product [Br:11][C:5]1[C:6]([C:7]([O:9][CH3:10])=[O:8])=[C:2]([NH:1][C:23](=[O:24])[CH2:22][C:17]2[CH:18]=[CH:19][CH:20]=[C:21]3[C:16]=2[CH:15]=[CH:14][CH:13]=[N:12]3)[S:3][CH:4]=1, predict the reactants needed to synthesize it. The reactants are: [NH2:1][C:2]1[S:3][CH:4]=[C:5]([Br:11])[C:6]=1[C:7]([O:9][CH3:10])=[O:8].[N:12]1[C:21]2[C:16](=[C:17]([CH2:22][C:23](O)=[O:24])[CH:18]=[CH:19][CH:20]=2)[CH:15]=[CH:14][CH:13]=1. (4) Given the product [Br:1][C:13]1[N:12]=[CH:11][C:10]([N:15]2[CH2:16][CH2:17][O:18][CH2:19][CH2:20]2)=[N:9][CH:14]=1, predict the reactants needed to synthesize it. The reactants are: [Br:1]N1C(=O)CCC1=O.[N:9]1[CH:14]=[CH:13][N:12]=[CH:11][C:10]=1[N:15]1[CH2:20][CH2:19][O:18][CH2:17][CH2:16]1. (5) Given the product [CH:20]([C:2]1[CH:11]=[CH:10][C:5]([C:6]([O:8][CH3:9])=[O:7])=[CH:4][C:3]=1[CH3:12])=[O:21], predict the reactants needed to synthesize it. The reactants are: I[C:2]1[CH:11]=[CH:10][C:5]([C:6]([O:8][CH3:9])=[O:7])=[CH:4][C:3]=1[CH3:12].C([Mg]Cl)(C)C.CN(C)[CH:20]=[O:21]. (6) Given the product [NH2:23][C:18]1[CH:19]=[CH:20][C:21]([Cl:22])=[C:16]([C:14]2[NH:11][C:10](=[O:12])[C:8]3[O:9][C:5]4[CH:4]=[CH:3][C:2]([Br:1])=[CH:31][C:6]=4[C:7]=3[N:13]=2)[CH:17]=1, predict the reactants needed to synthesize it. The reactants are: [Br:1][C:2]1[CH:3]=[CH:4][C:5]2[O:9][C:8]([C:10](=[O:12])[NH2:11])=[C:7]([NH:13][C:14]([C:16]3[CH:17]=[C:18]([NH:23]C(=O)OC(C)(C)C)[CH:19]=[CH:20][C:21]=3[Cl:22])=O)[C:6]=2[CH:31]=1.[OH-].[K+].Cl. (7) Given the product [O:29]1[CH2:30][CH2:31][N:26]([CH2:25][CH2:24][N:1]([C:2]2[CH:3]=[C:4]([CH:9]=[CH:10][C:11]=2[O:12][C:13]([F:14])([F:15])[F:16])[C:5]([O:7][CH3:8])=[O:6])[S:18]([CH3:17])(=[O:20])=[O:19])[CH2:27][CH2:28]1, predict the reactants needed to synthesize it. The reactants are: [NH2:1][C:2]1[CH:3]=[C:4]([CH:9]=[CH:10][C:11]=1[O:12][C:13]([F:16])([F:15])[F:14])[C:5]([O:7][CH3:8])=[O:6].[CH3:17][S:18](Cl)(=[O:20])=[O:19].Cl.Cl[CH2:24][CH2:25][N:26]1[CH2:31][CH2:30][O:29][CH2:28][CH2:27]1.C([O-])([O-])=O.[K+].[K+]. (8) Given the product [F:25][C:26]1[CH:27]=[CH:28][C:29]([CH2:32][S:33]([C:36]2[CH:37]=[C:38]3[C:42](=[CH:43][CH:44]=2)[NH:41][C:40](=[O:45])/[C:39]/3=[CH:15]\[C:12]2[NH:11][C:7]3[CH2:8][CH2:9][CH2:10][N:4]([CH2:3][C@H:2]([OH:1])[CH2:18][N:19]4[CH2:24][CH2:23][O:22][CH2:21][CH2:20]4)[C:5](=[O:17])[C:6]=3[C:13]=2[CH3:14])(=[O:35])=[O:34])=[CH:30][CH:31]=1, predict the reactants needed to synthesize it. The reactants are: [OH:1][CH:2]([CH2:18][N:19]1[CH2:24][CH2:23][O:22][CH2:21][CH2:20]1)[CH2:3][N:4]1[CH2:10][CH2:9][CH2:8][C:7]2[NH:11][C:12]([CH:15]=O)=[C:13]([CH3:14])[C:6]=2[C:5]1=[O:17].[F:25][C:26]1[CH:31]=[CH:30][C:29]([CH2:32][S:33]([C:36]2[CH:37]=[C:38]3[C:42](=[CH:43][CH:44]=2)[NH:41][C:40](=[O:45])[CH2:39]3)(=[O:35])=[O:34])=[CH:28][CH:27]=1.N1CCCCC1. (9) Given the product [Si:24]([O:1][CH2:2][CH2:3][N:4]([CH2:12][CH2:13][OH:14])[C:5](=[O:11])[O:6][C:7]([CH3:8])([CH3:9])[CH3:10])([C:20]([CH3:23])([CH3:22])[CH3:21])([C:31]1[CH:32]=[CH:33][CH:34]=[CH:35][CH:36]=1)[C:25]1[CH:30]=[CH:29][CH:28]=[CH:27][CH:26]=1, predict the reactants needed to synthesize it. The reactants are: [OH:1][CH2:2][CH2:3][N:4]([CH2:12][CH2:13][OH:14])[C:5](=[O:11])[O:6][C:7]([CH3:10])([CH3:9])[CH3:8].N1C=CN=C1.[C:20]([Si:24](Cl)([C:31]1[CH:36]=[CH:35][CH:34]=[CH:33][CH:32]=1)[C:25]1[CH:30]=[CH:29][CH:28]=[CH:27][CH:26]=1)([CH3:23])([CH3:22])[CH3:21].CCCCCC. (10) Given the product [NH2:10][CH2:11][C@H:12]1[CH2:13][CH2:14][C@H:15]([C:18]2[N:26]3[C:21]([C:22]([NH2:27])=[N:23][CH:24]=[N:25]3)=[C:20]([C:28]3[CH:29]=[CH:30][C:31]([O:34][C:35]4[CH:36]=[CH:37][CH:38]=[CH:39][CH:40]=4)=[CH:32][CH:33]=3)[N:19]=2)[CH2:16][CH2:17]1, predict the reactants needed to synthesize it. The reactants are: C(OC(=O)[NH:10][CH2:11][C@H:12]1[CH2:17][CH2:16][C@H:15]([C:18]2[N:26]3[C:21]([C:22]([NH2:27])=[N:23][CH:24]=[N:25]3)=[C:20]([C:28]3[CH:33]=[CH:32][C:31]([O:34][C:35]4[CH:40]=[CH:39][CH:38]=[CH:37][CH:36]=4)=[CH:30][CH:29]=3)[N:19]=2)[CH2:14][CH2:13]1)C1C=CC=CC=1.Cl.